Predict the product of the given reaction. From a dataset of Forward reaction prediction with 1.9M reactions from USPTO patents (1976-2016). (1) Given the reactants [N:1]1([C:7]2[CH:25]=[CH:24][C:10]([C:11]([N:13]3[C:19]4[CH:20]=[CH:21][CH:22]=[CH:23][C:18]=4[CH2:17][CH2:16][CH2:15][CH2:14]3)=[O:12])=[C:9]([Cl:26])[CH:8]=2)[CH2:6][CH2:5][NH:4][CH2:3][CH2:2]1.C=O.N1C2C=CC=CC=2CCC[CH2:30]1.[Na].[Na], predict the reaction product. The product is: [CH3:30][N:4]1[CH2:5][CH2:6][N:1]([C:7]2[CH:25]=[CH:24][C:10]([C:11]([N:13]3[C:19]4[CH:20]=[CH:21][CH:22]=[CH:23][C:18]=4[CH2:17][CH2:16][CH2:15][CH2:14]3)=[O:12])=[C:9]([Cl:26])[CH:8]=2)[CH2:2][CH2:3]1. (2) The product is: [CH3:23][O:24][C:25](=[O:42])[C:26]1[CH:31]=[CH:30][C:29]([S:32][C:33]2[CH:38]=[CH:37][C:36]([CH2:39][N:20]3[CH2:19][CH2:18][CH:17]([N:6]4[CH:5]([CH2:1][CH2:2][CH2:3][CH3:4])[CH2:9][N:8]([CH:10]5[CH2:11][CH2:12][O:13][CH2:14][CH2:15]5)[C:7]4=[O:16])[CH2:22][CH2:21]3)=[C:35]([CH3:41])[N:34]=2)=[CH:28][CH:27]=1. Given the reactants [CH2:1]([CH:5]1[CH2:9][N:8]([CH:10]2[CH2:15][CH2:14][O:13][CH2:12][CH2:11]2)[C:7](=[O:16])[N:6]1[CH:17]1[CH2:22][CH2:21][NH:20][CH2:19][CH2:18]1)[CH2:2][CH2:3][CH3:4].[CH3:23][O:24][C:25](=[O:42])[C:26]1[CH:31]=[CH:30][C:29]([S:32][C:33]2[CH:38]=[CH:37][C:36]([CH:39]=O)=[C:35]([CH3:41])[N:34]=2)=[CH:28][CH:27]=1.C(O[BH-](OC(=O)C)OC(=O)C)(=O)C.[Na+], predict the reaction product.